From a dataset of Forward reaction prediction with 1.9M reactions from USPTO patents (1976-2016). Predict the product of the given reaction. (1) The product is: [Cl:8][C:6]1[N:7]=[C:2]([C:23]2[CH:24]=[C:25]([S:27][CH3:28])[N:26]=[C:21]([CH3:20])[N:22]=2)[C:3]([NH:9][C:10]2[CH:11]=[N:12][C:13]([O:16][CH3:17])=[CH:14][CH:15]=2)=[N:4][CH:5]=1. Given the reactants Br[C:2]1[C:3]([NH:9][C:10]2[CH:11]=[N:12][C:13]([O:16][CH3:17])=[CH:14][CH:15]=2)=[N:4][CH:5]=[C:6]([Cl:8])[N:7]=1.[F-].[Cs+].[CH3:20][C:21]1[N:26]=[C:25]([S:27][CH3:28])[CH:24]=[C:23]([Sn](CCCC)(CCCC)CCCC)[N:22]=1, predict the reaction product. (2) Given the reactants [NH2:1][C:2]1[N:7]=[C:6]([N:8]2[CH2:32][CH2:31][C:11]3([CH2:15][N:14]([C:16]([O:18][CH2:19][C:20]4[CH:25]=[CH:24][CH:23]=[CH:22][CH:21]=4)=[O:17])[C@H:13]([C:26]([O:28][CH2:29][CH3:30])=[O:27])[CH2:12]3)[CH2:10][CH2:9]2)[CH:5]=[C:4]([O:33][C@H:34]([C:39]2[CH:44]=[CH:43][C:42]([Cl:45])=[CH:41][C:40]=2Br)[C:35]([F:38])([F:37])[F:36])[N:3]=1.O1CCOCC1.CC1(C)C(C)(C)OB([C:61]2[CH:62]=[C:63]([S:67]([NH2:70])(=[O:69])=[O:68])[CH:64]=[CH:65][CH:66]=2)O1, predict the reaction product. The product is: [NH2:1][C:2]1[N:7]=[C:6]([N:8]2[CH2:32][CH2:31][C:11]3([CH2:15][N:14]([C:16]([O:18][CH2:19][C:20]4[CH:25]=[CH:24][CH:23]=[CH:22][CH:21]=4)=[O:17])[C@H:13]([C:26]([O:28][CH2:29][CH3:30])=[O:27])[CH2:12]3)[CH2:10][CH2:9]2)[CH:5]=[C:4]([O:33][C@H:34]([C:39]2[CH:44]=[CH:43][C:42]([Cl:45])=[CH:41][C:40]=2[C:61]2[CH:66]=[CH:65][CH:64]=[C:63]([S:67](=[O:69])(=[O:68])[NH2:70])[CH:62]=2)[C:35]([F:38])([F:37])[F:36])[N:3]=1.